From a dataset of Forward reaction prediction with 1.9M reactions from USPTO patents (1976-2016). Predict the product of the given reaction. (1) Given the reactants [Br:1][C:2]1[CH:3]=[C:4]([CH:8]2[O:12][CH2:11][CH2:10][O:9]2)[S:5][C:6]=1Br.[Si]([O:20][CH2:21][CH2:22][CH2:23]I)(C(C)(C)C)(C)C, predict the reaction product. The product is: [Br:1][C:2]1[CH:3]=[C:4]([CH:8]2[O:12][CH2:11][CH2:10][O:9]2)[S:5][C:6]=1[CH2:23][CH2:22][CH2:21][OH:20]. (2) Given the reactants [O:1]1[C:5]2[CH:6]=[CH:7][CH:8]=[CH:9][C:4]=2[C:3]([CH2:10][CH2:11][CH2:12][CH2:13][NH:14][CH:15]2[CH2:24][C:23]3[C:18](=[CH:19][CH:20]=[CH:21][C:22]=3[O:25][CH3:26])[O:17][CH2:16]2)=[CH:2]1.[CH:27](=O)[CH3:28].C(O)(=O)C.C([BH3-])#N.[Na+], predict the reaction product. The product is: [O:1]1[C:5]2[CH:6]=[CH:7][CH:8]=[CH:9][C:4]=2[C:3]([CH2:10][CH2:11][CH2:12][CH2:13][N:14]([CH2:27][CH3:28])[CH:15]2[CH2:24][C:23]3[C:18](=[CH:19][CH:20]=[CH:21][C:22]=3[O:25][CH3:26])[O:17][CH2:16]2)=[CH:2]1. (3) Given the reactants [CH:1]1([Ru:6][CH:7]2[CH:11]=[CH:10][CH:9]=[CH:8]2)[CH:5]=[CH:4][CH:3]=[CH:2]1.[CH3:12][N:13]([CH2:15]N(C)C)[CH3:14], predict the reaction product. The product is: [CH3:12][N:13]([CH2:15][C-:7]1[CH:8]=[CH:9][CH:10]=[CH:11]1)[CH3:14].[CH-:1]1[CH:5]=[CH:4][CH:3]=[CH:2]1.[Ru+2:6].